Dataset: NCI-60 drug combinations with 297,098 pairs across 59 cell lines. Task: Regression. Given two drug SMILES strings and cell line genomic features, predict the synergy score measuring deviation from expected non-interaction effect. (1) Drug 1: CC(C1=C(C=CC(=C1Cl)F)Cl)OC2=C(N=CC(=C2)C3=CN(N=C3)C4CCNCC4)N. Drug 2: CCN(CC)CCCC(C)NC1=C2C=C(C=CC2=NC3=C1C=CC(=C3)Cl)OC. Cell line: RXF 393. Synergy scores: CSS=23.0, Synergy_ZIP=2.65, Synergy_Bliss=7.11, Synergy_Loewe=6.46, Synergy_HSA=8.15. (2) Drug 1: CC1CCC2CC(C(=CC=CC=CC(CC(C(=O)C(C(C(=CC(C(=O)CC(OC(=O)C3CCCCN3C(=O)C(=O)C1(O2)O)C(C)CC4CCC(C(C4)OC)OCCO)C)C)O)OC)C)C)C)OC. Drug 2: N.N.Cl[Pt+2]Cl. Cell line: NCI-H522. Synergy scores: CSS=74.3, Synergy_ZIP=-6.32, Synergy_Bliss=-3.92, Synergy_Loewe=-0.695, Synergy_HSA=0.965. (3) Drug 1: CC1CCCC2(C(O2)CC(NC(=O)CC(C(C(=O)C(C1O)C)(C)C)O)C(=CC3=CSC(=N3)C)C)C. Drug 2: CC1C(C(CC(O1)OC2CC(CC3=C2C(=C4C(=C3O)C(=O)C5=CC=CC=C5C4=O)O)(C(=O)C)O)N)O. Cell line: NCI-H522. Synergy scores: CSS=33.7, Synergy_ZIP=-1.70, Synergy_Bliss=-1.10, Synergy_Loewe=-1.41, Synergy_HSA=-1.28. (4) Synergy scores: CSS=13.4, Synergy_ZIP=-4.98, Synergy_Bliss=-0.388, Synergy_Loewe=-15.1, Synergy_HSA=-1.60. Drug 2: C(CCl)NC(=O)N(CCCl)N=O. Drug 1: C1C(C(OC1N2C=C(C(=O)NC2=O)F)CO)O. Cell line: A498. (5) Drug 1: CC1=C2C(C(=O)C3(C(CC4C(C3C(C(C2(C)C)(CC1OC(=O)C(C(C5=CC=CC=C5)NC(=O)OC(C)(C)C)O)O)OC(=O)C6=CC=CC=C6)(CO4)OC(=O)C)OC)C)OC. Drug 2: COC1=C2C(=CC3=C1OC=C3)C=CC(=O)O2. Cell line: NCIH23. Synergy scores: CSS=28.5, Synergy_ZIP=-5.46, Synergy_Bliss=-10.5, Synergy_Loewe=-56.9, Synergy_HSA=-10.4. (6) Drug 1: C1=CC(=CC=C1CCC2=CNC3=C2C(=O)NC(=N3)N)C(=O)NC(CCC(=O)O)C(=O)O. Drug 2: C1=NC2=C(N=C(N=C2N1C3C(C(C(O3)CO)O)O)F)N. Cell line: HCC-2998. Synergy scores: CSS=18.3, Synergy_ZIP=-13.1, Synergy_Bliss=-23.0, Synergy_Loewe=-18.2, Synergy_HSA=-16.3. (7) Drug 1: CC1C(C(CC(O1)OC2CC(CC3=C2C(=C4C(=C3O)C(=O)C5=C(C4=O)C(=CC=C5)OC)O)(C(=O)CO)O)N)O.Cl. Drug 2: CC1=CC2C(CCC3(C2CCC3(C(=O)C)OC(=O)C)C)C4(C1=CC(=O)CC4)C. Cell line: TK-10. Synergy scores: CSS=5.81, Synergy_ZIP=5.90, Synergy_Bliss=7.92, Synergy_Loewe=7.63, Synergy_HSA=8.09. (8) Drug 1: CC1=CC2C(CCC3(C2CCC3(C(=O)C)OC(=O)C)C)C4(C1=CC(=O)CC4)C. Drug 2: COC1=C2C(=CC3=C1OC=C3)C=CC(=O)O2. Cell line: NCI-H322M. Synergy scores: CSS=-9.07, Synergy_ZIP=1.69, Synergy_Bliss=-6.46, Synergy_Loewe=-10.5, Synergy_HSA=-10.7. (9) Drug 1: CN1C2=C(C=C(C=C2)N(CCCl)CCCl)N=C1CCCC(=O)O.Cl. Drug 2: C(CCl)NC(=O)N(CCCl)N=O. Cell line: NCI-H522. Synergy scores: CSS=4.25, Synergy_ZIP=-2.37, Synergy_Bliss=-0.996, Synergy_Loewe=-3.24, Synergy_HSA=-3.20.